Dataset: Peptide-MHC class II binding affinity with 134,281 pairs from IEDB. Task: Regression. Given a peptide amino acid sequence and an MHC pseudo amino acid sequence, predict their binding affinity value. This is MHC class II binding data. (1) The peptide sequence is GRPAGMLQALRVDRR. The MHC is H-2-IAd with pseudo-sequence H-2-IAd. The binding affinity (normalized) is 0.349. (2) The binding affinity (normalized) is 0.668. The MHC is DRB1_0101 with pseudo-sequence DRB1_0101. The peptide sequence is FSQILPDPLKPTKRS.